This data is from Peptide-MHC class II binding affinity with 134,281 pairs from IEDB. The task is: Regression. Given a peptide amino acid sequence and an MHC pseudo amino acid sequence, predict their binding affinity value. This is MHC class II binding data. The peptide sequence is AMCRTPFSLAEGIVL. The MHC is DRB3_0301 with pseudo-sequence DRB3_0301. The binding affinity (normalized) is 0.674.